Dataset: Reaction yield outcomes from USPTO patents with 853,638 reactions. Task: Predict the reaction yield, written as a fraction of the theoretical maximum amount of product (1.0 means a 100% yield; for example, 0.34 means a 34% yield). (1) The reactants are [CH3:1][S:2]([C:5]([C:8]1[CH:9]=[C:10]([CH:15]=[CH:16][CH:17]=1)[C:11]([O:13]C)=[O:12])([CH3:7])[CH3:6])(=[O:4])=[O:3].C1COCC1.[OH-].[Li+]. The catalyst is O. The product is [CH3:1][S:2]([C:5]([C:8]1[CH:9]=[C:10]([CH:15]=[CH:16][CH:17]=1)[C:11]([OH:13])=[O:12])([CH3:7])[CH3:6])(=[O:3])=[O:4]. The yield is 0.950. (2) The reactants are [Br:1][CH2:2][C:3]1[CH:8]=[CH:7][C:6]([S:9](Cl)(=[O:11])=[O:10])=[CH:5][CH:4]=1.[NH2:13][C:14]1[C:15]([CH3:21])=[N:16][N:17]([CH3:20])[C:18]=1[CH3:19].N1C=CC=CC=1.CCOCC. The catalyst is C(Cl)Cl. The product is [Br:1][CH2:2][C:3]1[CH:8]=[CH:7][C:6]([S:9]([NH:13][C:14]2[C:15]([CH3:21])=[N:16][N:17]([CH3:20])[C:18]=2[CH3:19])(=[O:11])=[O:10])=[CH:5][CH:4]=1. The yield is 0.550. (3) The reactants are F[C:2]1[CH:10]=[CH:9][C:5]([C:6]([OH:8])=[O:7])=[CH:4][N:3]=1.[C:11]([O:15][C:16]([N:18]1[CH2:23][CH2:22][NH:21][C@H:20]([CH3:24])[CH2:19]1)=[O:17])([CH3:14])([CH3:13])[CH3:12].C([Mg]Cl)(C)C.Cl. The catalyst is O1CCCC1.O.CC(C)=O. The product is [C:11]([O:15][C:16]([N:18]1[CH2:23][CH2:22][N:21]([C:2]2[CH:10]=[CH:9][C:5]([C:6]([OH:8])=[O:7])=[CH:4][N:3]=2)[C@H:20]([CH3:24])[CH2:19]1)=[O:17])([CH3:14])([CH3:12])[CH3:13]. The yield is 0.960.